This data is from CYP2C9 substrate classification data from Carbon-Mangels et al.. The task is: Regression/Classification. Given a drug SMILES string, predict its absorption, distribution, metabolism, or excretion properties. Task type varies by dataset: regression for continuous measurements (e.g., permeability, clearance, half-life) or binary classification for categorical outcomes (e.g., BBB penetration, CYP inhibition). Dataset: cyp2c9_substrate_carbonmangels. (1) The compound is C#C[C@]1(O)CC[C@H]2[C@@H]3CCC4=CCCC[C@@H]4[C@H]3C(=C)C[C@@]21CC. The result is 1 (substrate). (2) The drug is COc1cc(OC)nc(NS(=O)(=O)c2ccc(N)cc2)n1. The result is 0 (non-substrate). (3) The drug is COc1cccc2c1C(=O)c1c(O)c3c(c(O)c1C2=O)C[C@@](O)(C(C)=O)C[C@@H]3O[C@H]1C[C@H](N)[C@H](O)[C@H](C)O1. The result is 0 (non-substrate). (4) The drug is C[C@H](CS)C(=O)N1CCC[C@H]1C(=O)O. The result is 0 (non-substrate).